This data is from Full USPTO retrosynthesis dataset with 1.9M reactions from patents (1976-2016). The task is: Predict the reactants needed to synthesize the given product. Given the product [C:1]([O:5][C:6](=[O:16])[N:7]([C@H:9]1[CH2:10][CH2:11][C@H:12]([O:15][CH2:23][CH2:22][CH2:21][CH2:20][CH2:19][CH2:18][Br:17])[CH2:13][CH2:14]1)[CH3:8])([CH3:4])([CH3:2])[CH3:3], predict the reactants needed to synthesize it. The reactants are: [C:1]([O:5][C:6](=[O:16])[N:7]([C@H:9]1[CH2:14][CH2:13][C@H:12]([OH:15])[CH2:11][CH2:10]1)[CH3:8])([CH3:4])([CH3:3])[CH3:2].[Br:17][CH2:18][CH2:19][CH2:20][CH2:21][CH2:22][CH2:23]Br.